This data is from Reaction yield outcomes from USPTO patents with 853,638 reactions. The task is: Predict the reaction yield, written as a fraction of the theoretical maximum amount of product (1.0 means a 100% yield; for example, 0.34 means a 34% yield). (1) The reactants are [H-].[Na+].[CH3:3][C:4]1[CH:5]=[C:6]2[C:10](=[CH:11][CH:12]=1)[NH:9][C:8](=[O:13])[C:7]12[C:17]2=[CH:18][C:19]3[O:23][CH2:22][O:21][C:20]=3[CH:24]=[C:16]2[O:15][CH2:14]1.Br[CH2:26][C:27]1[O:28][C:29]([C:32]([F:35])([F:34])[F:33])=[CH:30][CH:31]=1. The catalyst is CN(C)C=O. The product is [CH3:3][C:4]1[CH:5]=[C:6]2[C:10](=[CH:11][CH:12]=1)[N:9]([CH2:26][C:27]1[O:28][C:29]([C:32]([F:35])([F:34])[F:33])=[CH:30][CH:31]=1)[C:8](=[O:13])[C:7]12[C:17]2=[CH:18][C:19]3[O:23][CH2:22][O:21][C:20]=3[CH:24]=[C:16]2[O:15][CH2:14]1. The yield is 0.770. (2) The reactants are [I:1][C:2]1[CH:3]=[C:4]2[C:9](=[N:10][C:11]=1[O:12][CH3:13])[N:8]([CH3:14])[CH:7]=[C:6]([C:15]([OH:17])=O)[C:5]2=[O:18].C1C=CC(OP(Cl)(OC2C=CC=CC=2)=O)=CC=1.C(N(CC)CC)C.[Cl:43][C:44]1[CH:51]=[CH:50][C:47]([CH2:48][NH2:49])=[CH:46][CH:45]=1. The catalyst is C(Cl)Cl. The product is [Cl:43][C:44]1[CH:51]=[CH:50][C:47]([CH2:48][NH:49][C:15]([C:6]2[C:5](=[O:18])[C:4]3[C:9](=[N:10][C:11]([O:12][CH3:13])=[C:2]([I:1])[CH:3]=3)[N:8]([CH3:14])[CH:7]=2)=[O:17])=[CH:46][CH:45]=1. The yield is 0.290.